From a dataset of Full USPTO retrosynthesis dataset with 1.9M reactions from patents (1976-2016). Predict the reactants needed to synthesize the given product. (1) The reactants are: [N:1]1([CH2:6][CH2:7][CH2:8][NH2:9])[CH:5]=[CH:4][N:3]=[CH:2]1.[OH:10][C:11]1[CH:18]=[CH:17][C:16]([CH3:19])=[CH:15][C:12]=1[CH:13]=O.C[Si]([N:24]=[N+:25]=[N-:26])(C)C.[Cl:27][C:28]1[CH:33]=[CH:32][C:31]([CH2:34][N+:35]#[C-:36])=[CH:30][CH:29]=1. Given the product [Cl:27][C:28]1[CH:33]=[CH:32][C:31]([CH2:34][N:35]2[C:36]([CH:13]([NH:9][CH2:8][CH2:7][CH2:6][N:1]3[CH:5]=[CH:4][N:3]=[CH:2]3)[C:12]3[CH:15]=[C:16]([CH3:19])[CH:17]=[CH:18][C:11]=3[OH:10])=[N:26][N:25]=[N:24]2)=[CH:30][CH:29]=1, predict the reactants needed to synthesize it. (2) Given the product [CH3:5][O:6][C:7]([C:9]1[CH:10]=[C:11]([CH3:28])[C:12]2[O:18][C:17]3[C:19]([Cl:24])=[CH:20][C:21]([NH:23][CH:1]=[O:2])=[CH:22][C:16]=3[CH2:15][S:14](=[O:26])(=[O:25])[C:13]=2[CH:27]=1)=[O:8], predict the reactants needed to synthesize it. The reactants are: [CH:1]([O-])=[O:2].[Na+].[CH3:5][O:6][C:7]([C:9]1[CH:10]=[C:11]([CH3:28])[C:12]2[O:18][C:17]3[C:19]([Cl:24])=[CH:20][C:21]([NH2:23])=[CH:22][C:16]=3[CH2:15][S:14](=[O:26])(=[O:25])[C:13]=2[CH:27]=1)=[O:8]. (3) Given the product [Cl:1][C:2]1[CH:3]=[CH:4][C:5]([C:28]([F:30])([F:29])[F:31])=[C:6]([C:8]2[CH:13]=[CH:12][N:11]([CH:14]([CH2:20][C:21]3[CH:22]=[N:23][CH:24]=[CH:25][CH:26]=3)[C:15]([OH:17])=[O:16])[C:10](=[O:27])[CH:9]=2)[CH:7]=1, predict the reactants needed to synthesize it. The reactants are: [Cl:1][C:2]1[CH:3]=[CH:4][C:5]([C:28]([F:31])([F:30])[F:29])=[C:6]([C:8]2[CH:13]=[CH:12][N:11]([CH:14]([CH2:20][C:21]3[CH:22]=[N:23][CH:24]=[CH:25][CH:26]=3)[C:15]([O:17]CC)=[O:16])[C:10](=[O:27])[CH:9]=2)[CH:7]=1.[OH-].[Li+].